Dataset: Full USPTO retrosynthesis dataset with 1.9M reactions from patents (1976-2016). Task: Predict the reactants needed to synthesize the given product. Given the product [NH2:33][C@H:34]1[CH2:39][CH2:38][C@H:37]([NH:40][C:2]2[CH:3]=[C:4]([NH:13][C:14]3[CH:19]=[CH:18][C:17]([O:20][CH2:21][CH3:22])=[CH:16][CH:15]=3)[C:5]3[N:6]([C:8]([C:11]#[N:12])=[CH:9][N:10]=3)[N:7]=2)[CH2:36][CH2:35]1, predict the reactants needed to synthesize it. The reactants are: Cl[C:2]1[CH:3]=[C:4]([NH:13][C:14]2[CH:19]=[CH:18][C:17]([O:20][CH2:21][CH3:22])=[CH:16][CH:15]=2)[C:5]2[N:6]([C:8]([C:11]#[N:12])=[CH:9][N:10]=2)[N:7]=1.CCOC1C=CC(N)=CC=1.[NH2:33][C@H:34]1[CH2:39][CH2:38][C@H:37]([NH2:40])[CH2:36][CH2:35]1.